This data is from Peptide-MHC class II binding affinity with 134,281 pairs from IEDB. The task is: Regression. Given a peptide amino acid sequence and an MHC pseudo amino acid sequence, predict their binding affinity value. This is MHC class II binding data. (1) The peptide sequence is AQAVYDFRSIVDYLR. The MHC is HLA-DQA10501-DQB10201 with pseudo-sequence HLA-DQA10501-DQB10201. The binding affinity (normalized) is 0.380. (2) The peptide sequence is LEAAVKQAYAATIAA. The MHC is HLA-DPA10103-DPB10301 with pseudo-sequence HLA-DPA10103-DPB10301. The binding affinity (normalized) is 0.813. (3) The peptide sequence is ELFVAAYVPYVAWLV. The MHC is DRB1_1501 with pseudo-sequence DRB1_1501. The binding affinity (normalized) is 0.662. (4) The peptide sequence is MLTLFILIITSTIKA. The MHC is DRB3_0202 with pseudo-sequence DRB3_0202. The binding affinity (normalized) is 0.0850.